From a dataset of Full USPTO retrosynthesis dataset with 1.9M reactions from patents (1976-2016). Predict the reactants needed to synthesize the given product. (1) Given the product [C:1]([O:5][C:6]([N:8]1[CH2:13][CH2:12][N:11]([C:14]2[CH:19]=[CH:18][C:17]([CH2:20][N:36]3[CH2:41][CH2:40][O:39][CH2:38][CH2:37]3)=[CH:16][CH:15]=2)[CH2:10][CH2:9]1)=[O:7])([CH3:4])([CH3:3])[CH3:2], predict the reactants needed to synthesize it. The reactants are: [C:1]([O:5][C:6]([N:8]1[CH2:13][CH2:12][N:11]([C:14]2[CH:19]=[CH:18][C:17]([CH:20]=O)=[CH:16][CH:15]=2)[CH2:10][CH2:9]1)=[O:7])([CH3:4])([CH3:3])[CH3:2].[BH-](OC(C)=O)(OC(C)=O)OC(C)=O.[Na+].[NH:36]1[CH2:41][CH2:40][O:39][CH2:38][CH2:37]1. (2) Given the product [CH3:1][CH2:2][CH2:3][CH2:4][CH2:5][C:6]1[CH:7]=[C:8]([OH:23])[C:9]2[C@@H:15]3[CH:16]=[C:17]([CH3:20])[CH2:18][CH2:19][C@H:14]3[C:13]([CH3:22])([CH3:21])[O:12][C:10]=2[CH:11]=1.[NH2:34][CH2:35][C:36]([O-:38])=[O:37], predict the reactants needed to synthesize it. The reactants are: [CH3:1][CH2:2][CH2:3][CH2:4][CH2:5][C:6]1[CH:7]=[C:8]([OH:23])[C:9]2[C@@H:15]3[CH:16]=[C:17]([CH3:20])[CH2:18][CH2:19][C@H:14]3[C:13]([CH3:22])([CH3:21])[O:12][C:10]=2[CH:11]=1.[N+](C1C=CC=CC=1S[NH:34][CH2:35][C:36]([O-:38])=[O:37])([O-])=O. (3) The reactants are: [CH:1]1[C:10]2[C:5](=[CH:6][CH:7]=[CH:8][CH:9]=2)[CH:4]=[CH:3][C:2]=1[S:11]([NH:14][CH:15]1[CH:20]2[CH:16]1[CH2:17][N:18]([C:21]1[N:26]=[CH:25][C:24]([C:27]([O:29][CH2:30][CH3:31])=[O:28])=[CH:23][N:22]=1)[CH2:19]2)(=[O:13])=[O:12].C1(P(C2C=CC=CC=2)C2C=CC=CC=2)C=CC=CC=1.O[CH2:52][CH2:53][N:54]1[CH:58]=[CH:57][N:56]=[C:55]1[CH3:59].CC(OC(/N=N/C(OC(C)C)=O)=O)C. Given the product [CH3:59][C:55]1[N:54]([CH2:53][CH2:52][N:14]([S:11]([C:2]2[CH:3]=[CH:4][C:5]3[C:10](=[CH:9][CH:8]=[CH:7][CH:6]=3)[CH:1]=2)(=[O:13])=[O:12])[CH:15]2[CH:16]3[CH:20]2[CH2:19][N:18]([C:21]2[N:26]=[CH:25][C:24]([C:27]([O:29][CH2:30][CH3:31])=[O:28])=[CH:23][N:22]=2)[CH2:17]3)[CH:58]=[CH:57][N:56]=1, predict the reactants needed to synthesize it. (4) The reactants are: [O:1]1[CH2:28][CH:2]1[CH2:3][O:4][C:5]1[CH:14]=[C:13]2[C:8]([C:9]([O:15][C:16]3[CH:17]=[C:18]4[C:22](=[CH:23][CH:24]=3)[NH:21][C:20]([CH3:25])=[CH:19]4)=[N:10][CH:11]=[N:12]2)=[CH:7][C:6]=1[O:26][CH3:27].[CH3:29][N:30]1[CH2:35][CH2:34][NH:33][CH2:32][CH2:31]1. Given the product [OH:1][CH:2]([CH2:28][N:33]1[CH2:34][CH2:35][N:30]([CH3:29])[CH2:31][CH2:32]1)[CH2:3][O:4][C:5]1[CH:14]=[C:13]2[C:8]([C:9]([O:15][C:16]3[CH:17]=[C:18]4[C:22](=[CH:23][CH:24]=3)[NH:21][C:20]([CH3:25])=[CH:19]4)=[N:10][CH:11]=[N:12]2)=[CH:7][C:6]=1[O:26][CH3:27], predict the reactants needed to synthesize it. (5) The reactants are: [CH2:1]([O:3][CH:4]([O:14][CH2:15][CH3:16])[C:5]1[N:10]=[C:9](O)[C:8]([CH3:12])=[C:7]([CH3:13])[N:6]=1)[CH3:2].S(Cl)([Cl:19])=O.C(=O)(O)[O-].[Na+]. Given the product [Cl:19][C:9]1[C:8]([CH3:12])=[C:7]([CH3:13])[N:6]=[C:5]([CH:4]([O:14][CH2:15][CH3:16])[O:3][CH2:1][CH3:2])[N:10]=1, predict the reactants needed to synthesize it.